This data is from Catalyst prediction with 721,799 reactions and 888 catalyst types from USPTO. The task is: Predict which catalyst facilitates the given reaction. (1) Reactant: C([O:3][C:4](=[O:33])[CH:5]=[C:6]([C:8]1[S:12][C:11]2[CH:13]=[CH:14][CH:15]=[C:16]([C:17]3[CH:22]=[C:21]([CH:23]([CH3:25])[CH3:24])[CH:20]=[C:19]([CH:26]([CH3:28])[CH3:27])[C:18]=3[O:29][CH2:30][CH2:31][CH3:32])[C:10]=2[CH:9]=1)[CH3:7])C.C1COCC1.[Li+].[OH-]. Product: [CH2:30]([O:29][C:18]1[C:19]([CH:26]([CH3:28])[CH3:27])=[CH:20][C:21]([CH:23]([CH3:24])[CH3:25])=[CH:22][C:17]=1[C:16]1[C:10]2[CH:9]=[C:8]([C:6]([CH3:7])=[CH:5][C:4]([OH:33])=[O:3])[S:12][C:11]=2[CH:13]=[CH:14][CH:15]=1)[CH2:31][CH3:32]. The catalyst class is: 5. (2) Reactant: [OH:1][C:2]1[C:9]([O:10][CH3:11])=[CH:8][C:5]([CH:6]=[O:7])=[C:4]([CH3:12])[CH:3]=1.C(=O)([O-])[O-].[K+].[K+].[F:19][C:20]([F:35])([F:34])[S:21](OC1C=CC([N+]([O-])=O)=CC=1)(=[O:23])=[O:22].CCOC(C)=O. Product: [F:19][C:20]([F:35])([F:34])[S:21]([O:1][C:2]1[CH:3]=[C:4]([CH3:12])[C:5]([CH:6]=[O:7])=[CH:8][C:9]=1[O:10][CH3:11])(=[O:23])=[O:22]. The catalyst class is: 3.